Dataset: Reaction yield outcomes from USPTO patents with 853,638 reactions. Task: Predict the reaction yield, written as a fraction of the theoretical maximum amount of product (1.0 means a 100% yield; for example, 0.34 means a 34% yield). (1) The catalyst is CCOC(C)=O. The product is [CH3:37][CH:38]([CH3:40])[CH2:39][O:1][C:2]1[CH:7]=[CH:6][C:5]([C:8]2[C:16]3[C:11](=[CH:12][CH:13]=[C:14]([C:17]#[N:18])[CH:15]=3)[N:10]([CH:19]3[CH2:24][CH2:23][CH2:22][CH2:21][O:20]3)[N:9]=2)=[CH:4][CH:3]=1. The reactants are [OH:1][C:2]1[CH:7]=[CH:6][C:5]([C:8]2[C:16]3[C:11](=[CH:12][CH:13]=[C:14]([C:17]#[N:18])[CH:15]=3)[N:10]([CH:19]3[CH2:24][CH2:23][CH2:22][CH2:21][O:20]3)[N:9]=2)=[CH:4][CH:3]=1.C(=O)([O-])[O-].[K+].[K+].CN(C)C=O.Br[CH2:37][CH:38]([CH3:40])[CH3:39]. The yield is 0.736. (2) The yield is 0.620. The reactants are [CH3:1][C:2]([O:5][C:6]([NH:8][C:9]([NH:18]C(OC(C)(C)C)=O)=NS(C(F)(F)F)(=O)=O)=[O:7])([CH3:4])[CH3:3].CCN(C(C)C)C(C)C.C[OH:36]. The product is [C:6]([NH:8][C:9]([NH2:18])=[O:36])([O:5][C:2]([CH3:4])([CH3:3])[CH3:1])=[O:7]. No catalyst specified. (3) The reactants are [Br:1][C:2]1[CH:8]=[CH:7][C:5]([NH2:6])=[C:4]([CH3:9])[CH:3]=1.[H+].[B-](F)(F)(F)F.[N:16]([O-])=O.[Na+].CC([O-])=O.[K+]. The catalyst is O.C(Cl)(Cl)Cl. The product is [Br:1][C:2]1[CH:3]=[C:4]2[C:5](=[CH:7][CH:8]=1)[NH:6][N:16]=[CH:9]2. The yield is 0.680. (4) The reactants are [C:1]([NH:5][C:6]([C:8]1[CH:13]=[CH:12][CH:11]=[C:10]([C:14]2[C:22]3[C:17](=[CH:18][CH:19]=[C:20]([C:23]4[N:27]=[CH:26][N:25](C(C5C=CC=CC=5)(C5C=CC=CC=5)C5C=CC=CC=5)[N:24]=4)[CH:21]=3)[N:16](C3CCCCO3)[N:15]=2)[CH:9]=1)=[O:7])([CH3:4])([CH3:3])[CH3:2].Cl.C(=O)(O)[O-].[Na+]. The catalyst is O1CCOCC1. The product is [NH:24]1[C:23]([C:20]2[CH:21]=[C:22]3[C:17](=[CH:18][CH:19]=2)[NH:16][N:15]=[C:14]3[C:10]2[CH:9]=[C:8]([C:6]([NH:5][C:1]([CH3:4])([CH3:3])[CH3:2])=[O:7])[CH:13]=[CH:12][CH:11]=2)=[N:27][CH:26]=[N:25]1. The yield is 0.550. (5) The reactants are C[O:2][C:3](=[O:34])[C:4]1[CH:9]=[C:8]([OH:10])[CH:7]=[C:6]([N:11]2[C:15]([CH3:16])=[CH:14][CH:13]=[C:12]2[C:17]2[CH:22]=[C:21]([Cl:23])[CH:20]=[CH:19][C:18]=2[O:24][CH2:25][C:26]2[CH:31]=[CH:30][C:29]([Br:32])=[CH:28][C:27]=2[F:33])[CH:5]=1. The catalyst is CCO.[OH-].[Na+].C(Cl)Cl. The product is [Cl:23][C:21]1[CH:20]=[CH:19][C:18]([O:24][CH2:25][C:26]2[CH:31]=[CH:30][C:29]([Br:32])=[CH:28][C:27]=2[F:33])=[C:17]([C:12]2[N:11]([C:6]3[CH:5]=[C:4]([CH:9]=[C:8]([OH:10])[CH:7]=3)[C:3]([OH:34])=[O:2])[C:15]([CH3:16])=[CH:14][CH:13]=2)[CH:22]=1. The yield is 0.510. (6) The catalyst is CO. The product is [CH3:1][O:2][C:3]([C:5]1[C:9]2[CH:10]=[CH:11][C:12]([OH:14])=[CH:13][C:8]=2[O:7][CH:6]=1)=[O:4]. The yield is 0.940. The reactants are [CH3:1][O:2][C:3]([C:5]1[C:9]2[CH:10]=[CH:11][C:12]([O:14][Si](C(C)(C)C)(C)C)=[CH:13][C:8]=2[O:7][CH:6]=1)=[O:4].Cl. (7) The reactants are [CH2:1]([N:3]1[C:7]([N:8]2[CH2:14][CH2:13][CH2:12][C@@H:11]([NH:15][C:16](=[O:21])[C:17]([F:20])([F:19])[F:18])[CH2:10][CH2:9]2)=[C:6]([N+:22]([O-])=O)[CH:5]=[N:4]1)[CH3:2].[C:25]([O:29][C:30]([NH:32][C:33]1[S:37][C:36]([C:38]2[CH:43]=[CH:42][CH:41]=[CH:40][C:39]=2[F:44])=[N:35][C:34]=1[C:45](O)=[O:46])=[O:31])([CH3:28])([CH3:27])[CH3:26]. No catalyst specified. The product is [F:44][C:39]1[CH:40]=[CH:41][CH:42]=[CH:43][C:38]=1[C:36]1[S:37][C:33]([NH:32][C:30](=[O:31])[O:29][C:25]([CH3:27])([CH3:26])[CH3:28])=[C:34]([C:45](=[O:46])[NH:22][C:6]2[CH:5]=[N:4][N:3]([CH2:1][CH3:2])[C:7]=2[N:8]2[CH2:14][CH2:13][CH2:12][C@@H:11]([NH:15][C:16](=[O:21])[C:17]([F:20])([F:19])[F:18])[CH2:10][CH2:9]2)[N:35]=1. The yield is 0.720. (8) The reactants are [N+:1]([C:4]1[CH:9]=[CH:8][C:7]([C:10]2[CH2:11][CH2:12][S:13](=[O:17])(=[O:16])[CH2:14][CH:15]=2)=[CH:6][CH:5]=1)([O-])=O. The catalyst is CO.[Pd]. The product is [O:16]=[S:13]1(=[O:17])[CH2:14][CH2:15][CH:10]([C:7]2[CH:8]=[CH:9][C:4]([NH2:1])=[CH:5][CH:6]=2)[CH2:11][CH2:12]1. The yield is 0.700. (9) The catalyst is ClCCl. The reactants are [Br:1][C:2]1C2C(=CC=CC=2)[C:5]([C:12]2(C=COC)[CH:17]=[CH:16][CH:15]=[CH:14][CH2:13]2)=[CH:4][CH:3]=1.CS(O)(=O)=O.C(=O)([O-])[O-].[K+].[K+]. The product is [Br:1][C:2]1[C:13]2[CH:14]=[CH:15][CH:16]=[CH:17][C:12]=2[C:5]2[C:17]3[CH:16]=[CH:15][CH:14]=[CH:13][C:12]=3[CH:5]=[CH:4][C:4]=2[CH:3]=1. The yield is 0.150.